This data is from Reaction yield outcomes from USPTO patents with 853,638 reactions. The task is: Predict the reaction yield, written as a fraction of the theoretical maximum amount of product (1.0 means a 100% yield; for example, 0.34 means a 34% yield). (1) The reactants are [Cl:1][C:2]1[CH:9]=[C:8]([C:10]([F:13])([F:12])[F:11])[CH:7]=[CH:6][C:3]=1[CH2:4]O.N1C=CC=CC=1.O1CCCC1.S(Cl)([Cl:27])=O. The catalyst is C(OCC)C. The product is [Cl:1][C:2]1[CH:9]=[C:8]([C:10]([F:13])([F:12])[F:11])[CH:7]=[CH:6][C:3]=1[CH2:4][Cl:27]. The yield is 0.920. (2) The reactants are [Br:1][C:2]1[CH:7]=[CH:6][C:5]([CH2:8][C:9]([OH:11])=O)=[C:4]([F:12])[CH:3]=1.[F:13][C:14]([F:25])([F:24])[C:15]([C:18]1[CH:22]=[C:21]([NH2:23])[O:20][N:19]=1)([CH3:17])[CH3:16].CN(C(ON1N=NC2C=CC=NC1=2)=[N+](C)C)C.F[P-](F)(F)(F)(F)F.C(N(CC)CC)C. The catalyst is C(Cl)Cl. The product is [Br:1][C:2]1[CH:7]=[CH:6][C:5]([CH2:8][C:9]([NH:23][C:21]2[O:20][N:19]=[C:18]([C:15]([CH3:17])([CH3:16])[C:14]([F:25])([F:24])[F:13])[CH:22]=2)=[O:11])=[C:4]([F:12])[CH:3]=1. The yield is 0.710. (3) The reactants are [Cl:1][CH2:2][C:3]1[CH:8]=[CH:7][CH:6]=[C:5]([F:9])[CH:4]=1.C(O[C:15](=O)[NH:16][CH2:17][CH2:18][C:19]1[CH:24]=[CH:23][C:22]([OH:25])=[C:21]([O:26][CH3:27])[CH:20]=1)(C)(C)C.C([O-])([O-])=O.[K+].[K+].[I-].[K+].[CH3:37][N:38](C)[CH:39]=[O:40]. No catalyst specified. The product is [ClH:1].[F:9][C:5]1[CH:4]=[C:3]([CH:8]=[CH:7][CH:6]=1)[CH2:2][O:25][C:22]1[CH:23]=[CH:24][C:19]([CH2:18][CH2:17][NH:16][CH2:15][C:39]([NH:38][CH3:37])=[O:40])=[CH:20][C:21]=1[O:26][CH3:27]. The yield is 0.740. (4) The reactants are [N:1]1[CH:6]=[CH:5][CH:4]=[CH:3][C:2]=1[S:7][S:8][C:9]1[CH:14]=CC=CN=1.SCC[OH:18]. The catalyst is ClCCl. The product is [N:1]1[CH:6]=[CH:5][CH:4]=[CH:3][C:2]=1[S:7][S:8][CH2:9][CH2:14][OH:18]. The yield is 0.910. (5) The reactants are [F:1][CH:2]([F:34])[O:3][C:4]1[CH:9]=[CH:8][C:7]([C:10]2[C:15]([F:16])=[CH:14][N:13]=[C:12]([CH2:17][NH:18][C:19]([C@@H:21]3[CH2:25][C@@H:24]([F:26])[CH2:23][N:22]3C(OC(C)(C)C)=O)=[O:20])[CH:11]=2)=[CH:6][CH:5]=1.[ClH:35]. The catalyst is O1CCOCC1. The product is [ClH:35].[F:34][CH:2]([F:1])[O:3][C:4]1[CH:5]=[CH:6][C:7]([C:10]2[C:15]([F:16])=[CH:14][N:13]=[C:12]([CH2:17][NH:18][C:19]([C@@H:21]3[CH2:25][C@@H:24]([F:26])[CH2:23][NH:22]3)=[O:20])[CH:11]=2)=[CH:8][CH:9]=1. The yield is 0.950. (6) The reactants are [C:1]([C:5]1[CH:10]=[CH:9][C:8](N2C(C)=CC=C2C)=[C:7]([N+:18]([O-])=O)[CH:6]=1)([CH3:4])([CH3:3])[CH3:2].CCO[C:24]([CH3:26])=O. The catalyst is [Pd]. The product is [C:1]([C:5]1[CH:10]=[CH:9][C:8]([C:5]2[CH:6]=[C:7]([CH3:8])[NH:18][C:24]=2[CH3:26])=[C:7]([CH:6]=1)[NH2:18])([CH3:2])([CH3:3])[CH3:4]. The yield is 0.990.